Dataset: Catalyst prediction with 721,799 reactions and 888 catalyst types from USPTO. Task: Predict which catalyst facilitates the given reaction. (1) Reactant: [CH:1]([C:4]1[N:9]=[CH:8][C:7]2[N:10]=[C:11]([CH2:13][N:14]3[CH:18]=[CH:17][N:16]=[C:15]3[C:19]3[S:20][CH:21]=[CH:22][N:23]=3)[NH:12][C:6]=2[CH:5]=1)([CH3:3])[CH3:2].C([O-])([O-])=O.[Cs+].[Cs+].I[CH2:31][CH3:32]. Product: [CH2:31]([N:10]1[C:7]2[CH:8]=[N:9][C:4]([CH:1]([CH3:3])[CH3:2])=[CH:5][C:6]=2[N:12]=[C:11]1[CH2:13][N:14]1[CH:18]=[CH:17][N:16]=[C:15]1[C:19]1[S:20][CH:21]=[CH:22][N:23]=1)[CH3:32]. The catalyst class is: 18. (2) Reactant: [N+](C1C=CC(C([O:10][C@:11]([C:18]2[N:19]=[N:20][N:21]([CH2:23][C:24]3[CH:33]=[C:32]4[C:27]([C:28]([Cl:36])=[CH:29][C:30]([C:34]#[N:35])=[N:31]4)=[CH:26][CH:25]=3)[CH:22]=2)([CH2:16][CH3:17])[C:12]([F:15])([F:14])[F:13])=O)=CC=1)([O-])=O.C([O-])([O-])=[O:40].C([O-])([O-])=O.OO.OO.OO.[Na+].[Na+].[Na+].[Na+].O. Product: [Cl:36][C:28]1[C:27]2[C:32](=[CH:33][C:24]([CH2:23][N:21]3[CH:22]=[C:18]([C@@:11]([OH:10])([CH2:16][CH3:17])[C:12]([F:14])([F:15])[F:13])[N:19]=[N:20]3)=[CH:25][CH:26]=2)[N:31]=[C:30]([C:34]([NH2:35])=[O:40])[CH:29]=1. The catalyst class is: 95. (3) Reactant: [CH2:1]([C:4]1[CH:9]=[CH:8][C:7](Br)=[CH:6][CH:5]=1)[CH2:2][CH3:3].C(=O)([O-])[O-].[K+].[K+].C1COCC1.[F:22][C:23]1[CH:24]=[C:25](B(O)O)[CH:26]=[C:27]([F:29])[CH:28]=1. Product: [F:22][C:23]1[CH:24]=[C:25]([C:7]2[CH:8]=[CH:9][C:4]([CH2:1][CH2:2][CH3:3])=[CH:5][CH:6]=2)[CH:26]=[C:27]([F:29])[CH:28]=1. The catalyst class is: 81.